Dataset: Forward reaction prediction with 1.9M reactions from USPTO patents (1976-2016). Task: Predict the product of the given reaction. (1) Given the reactants [Br:1][C:2]1[CH:3]=[C:4]2[C:9](=[N:10][CH:11]=1)[N:8]([C:12]([NH:14]C(=O)C1C=CC=CC=1)=[O:13])[CH2:7][CH2:6][C:5]2=[O:23].[BH4-].[Na+], predict the reaction product. The product is: [Br:1][C:2]1[CH:3]=[C:4]2[C:9](=[N:10][CH:11]=1)[N:8]([C:12]([NH2:14])=[O:13])[CH2:7][CH2:6][CH:5]2[OH:23]. (2) Given the reactants [CH:1]([C@H:3]1[CH2:8][CH2:7][C@H:6]([N:9]2[C:14](=[O:15])[C:13]([CH2:16][C:17]3[CH:22]=[CH:21][C:20]([C:23]4[C:24]([C:29]#[N:30])=[CH:25][CH:26]=[CH:27][CH:28]=4)=[CH:19][CH:18]=3)=[C:12]([CH2:31][CH2:32][CH3:33])[N:11]3[N:34]=[CH:35][N:36]=[C:10]23)[CH2:5][CH2:4]1)=[O:2].Br[Mg][C:39]1[CH:44]=[CH:43][C:42]([O:45][CH3:46])=[CH:41][CH:40]=1.Cl, predict the reaction product. The product is: [OH:2][CH:1]([C:39]1[CH:44]=[CH:43][C:42]([O:45][CH3:46])=[CH:41][CH:40]=1)[C@H:3]1[CH2:4][CH2:5][C@H:6]([N:9]2[C:14](=[O:15])[C:13]([CH2:16][C:17]3[CH:22]=[CH:21][C:20]([C:23]4[C:24]([C:29]#[N:30])=[CH:25][CH:26]=[CH:27][CH:28]=4)=[CH:19][CH:18]=3)=[C:12]([CH2:31][CH2:32][CH3:33])[N:11]3[N:34]=[CH:35][N:36]=[C:10]23)[CH2:7][CH2:8]1. (3) Given the reactants [Cl:1][C:2]1[CH:3]=[CH:4][C:5]2[N:11]3[C:12]([C:15]([F:18])([F:17])[F:16])=[N:13][N:14]=[C:10]3[C@H:9]([CH2:19][C:20]([O:22]CC)=[O:21])[O:8][C@@H:7]([C:25]3[CH:30]=[CH:29][CH:28]=[C:27]([O:31][CH3:32])[C:26]=3[O:33][CH:34]([F:36])[F:35])[C:6]=2[CH:37]=1.Cl, predict the reaction product. The product is: [Cl:1][C:2]1[CH:3]=[CH:4][C:5]2[N:11]3[C:12]([C:15]([F:18])([F:17])[F:16])=[N:13][N:14]=[C:10]3[C@H:9]([CH2:19][C:20]([OH:22])=[O:21])[O:8][C@@H:7]([C:25]3[CH:30]=[CH:29][CH:28]=[C:27]([O:31][CH3:32])[C:26]=3[O:33][CH:34]([F:35])[F:36])[C:6]=2[CH:37]=1. (4) Given the reactants Cl[C:2](Cl)(Cl)[C:3](=N)[O:4][CH:5]1[O:30][C@H:29]([CH2:31][O:32][CH2:33][C:34]2[CH:39]=[CH:38][CH:37]=[CH:36][CH:35]=2)[C@@H:15]([O:16][P:17]2(=[O:28])[O:23][CH2:22][C:21]3[CH:24]=[CH:25][CH:26]=[CH:27][C:20]=3[CH2:19][O:18]2)[C@H:7]([O:8][C:9]([O:11][CH2:12][CH:13]=[CH2:14])=[O:10])[C@H:6]1[NH:40][C:41]([O:43][CH2:44][CH:45]1[C:57]2[CH:56]=[CH:55][CH:54]=[CH:53][C:52]=2[C:51]2[C:46]1=[CH:47][CH:48]=[CH:49][CH:50]=2)=[O:42].[N:61]([C@@H:64]1[C@@H:77]([OH:78])[C@H:76]([O:79][CH2:80][C:81]2[CH:86]=[CH:85][CH:84]=[CH:83][CH:82]=2)[C@@H](CO)[O:74][C@H:65]1[O:66][Si:67]([C:70]([CH3:73])([CH3:72])[CH3:71])([CH3:69])[CH3:68])=[N+:62]=[N-:63], predict the reaction product. The product is: [CH2:12]([O:11][C:9]([O:8][C@H:7]1[C@H:15]([O:16][P:17]2(=[O:28])[O:18][CH2:19][C:24]3[CH:25]=[CH:26][CH:27]=[CH:20][C:21]=3[CH2:22][O:23]2)[C@@H:29]([CH2:31][O:32][CH2:33][C:34]2[CH:35]=[CH:36][CH:37]=[CH:38][CH:39]=2)[O:30][C@@H:5]([O:4][CH2:3][C@H:2]2[O:74][C@@H:65]([O:66][Si:67]([C:70]([CH3:73])([CH3:72])[CH3:71])([CH3:69])[CH3:68])[C@H:64]([N:61]=[N+:62]=[N-:63])[C@@H:77]([OH:78])[C@@H:76]2[O:79][CH2:80][C:81]2[CH:82]=[CH:83][CH:84]=[CH:85][CH:86]=2)[C@@H:6]1[NH:40][C:41]([O:43][CH2:44][CH:45]1[C:57]2[CH:56]=[CH:55][CH:54]=[CH:53][C:52]=2[C:51]2[C:46]1=[CH:47][CH:48]=[CH:49][CH:50]=2)=[O:42])=[O:10])[CH:13]=[CH2:14]. (5) Given the reactants [C:1]([O:5][C:6]([N:8]1[CH2:17][CH2:16][C:15]2[C:10](=[CH:11][C:12]([CH2:18][C:19]#[N:20])=[CH:13][CH:14]=2)[CH2:9]1)=[O:7])([CH3:4])([CH3:3])[CH3:2].CC[O-].[Na+].[CH:25](=O)[C:26]1[CH:31]=[CH:30][CH:29]=[CH:28][CH:27]=1, predict the reaction product. The product is: [C:1]([O:5][C:6]([N:8]1[CH2:17][CH2:16][C:15]2[C:10](=[CH:11][C:12](/[C:18](/[C:19]#[N:20])=[CH:25]/[C:26]3[CH:31]=[CH:30][CH:29]=[CH:28][CH:27]=3)=[CH:13][CH:14]=2)[CH2:9]1)=[O:7])([CH3:4])([CH3:3])[CH3:2]. (6) Given the reactants S(O[CH2:12][CH2:13][CH2:14][CH2:15][C:16]#[C:17][C:18]1[CH:19]=[C:20]([O:24][CH2:25][C@@H:26]2[CH2:29][CH2:28][N:27]2[C:30]([O:32][C:33]([CH3:36])([CH3:35])[CH3:34])=[O:31])[CH:21]=[N:22][CH:23]=1)(C1C=CC(C)=CC=1)(=O)=O.CCCC[N+](CCCC)(CCCC)CCCC.[F-:54], predict the reaction product. The product is: [F:54][CH2:12][CH2:13][CH2:14][CH2:15][C:16]#[C:17][C:18]1[CH:19]=[C:20]([O:24][CH2:25][C@@H:26]2[CH2:29][CH2:28][N:27]2[C:30]([O:32][C:33]([CH3:36])([CH3:35])[CH3:34])=[O:31])[CH:21]=[N:22][CH:23]=1. (7) Given the reactants [F:1][C:2]1[CH:3]=[C:4]([C@:13]2([NH:23][C:24](=[O:36])[NH:25][C:26]3[CH:35]=[CH:34][CH:33]=[CH:32][C:27]=3[C:28]([O:30]C)=[O:29])[C:18]3=[N:19][CH:20]=[CH:21][CH:22]=[C:17]3[O:16][CH2:15][CH2:14]2)[CH:5]=[CH:6][C:7]=1[O:8][C:9]([F:12])([F:11])[F:10].[Li+].[OH-].Cl, predict the reaction product. The product is: [F:1][C:2]1[CH:3]=[C:4]([C@:13]2([NH:23][C:24](=[O:36])[NH:25][C:26]3[CH:35]=[CH:34][CH:33]=[CH:32][C:27]=3[C:28]([OH:30])=[O:29])[C:18]3=[N:19][CH:20]=[CH:21][CH:22]=[C:17]3[O:16][CH2:15][CH2:14]2)[CH:5]=[CH:6][C:7]=1[O:8][C:9]([F:12])([F:10])[F:11].